From a dataset of Full USPTO retrosynthesis dataset with 1.9M reactions from patents (1976-2016). Predict the reactants needed to synthesize the given product. (1) Given the product [CH3:1][C@H:2]1[C@@:11]2([CH3:27])[C@H:12]([O:22][C:23]([CH2:25][OH:26])=[O:24])[CH2:13][C@:14]([CH:20]=[CH2:21])([CH3:19])[C@@H:15]([OH:18])[C@H:16]([CH3:17])[C@:5]3([C@@H:10]2[C:8](=[O:9])[CH2:7][CH2:6]3)[CH2:4][CH2:3]1.[S:36]([O-:38])(=[O:9])(=[O:37])[CH3:35], predict the reactants needed to synthesize it. The reactants are: [CH3:1][C@H:2]1[C@@:11]2([CH3:27])[C@H:12]([O:22][C:23]([CH2:25][OH:26])=[O:24])[CH2:13][C@:14]([CH:20]=[CH2:21])([CH3:19])[C@@H:15]([OH:18])[C@H:16]([CH3:17])[C@:5]3([C@@H:10]2[C:8](=[O:9])[CH2:7][CH2:6]3)[CH2:4][CH2:3]1.CCN(CC)CC.[CH3:35][S:36](Cl)(=[O:38])=[O:37]. (2) Given the product [CH3:34][O:33][CH:22]([O:21][CH3:20])[C:23]1[CH:28]=[CH:27][C:26]([N+:29]([O-:31])=[O:30])=[C:25]([NH:1][C:2]2[S:3][C:4]([C:17]([NH2:19])=[O:18])=[C:5]([C:7]3[CH:8]=[CH:9][C:10]([C:13]([F:16])([F:14])[F:15])=[CH:11][CH:12]=3)[N:6]=2)[CH:24]=1, predict the reactants needed to synthesize it. The reactants are: [NH2:1][C:2]1[S:3][C:4]([C:17]([NH2:19])=[O:18])=[C:5]([C:7]2[CH:12]=[CH:11][C:10]([C:13]([F:16])([F:15])[F:14])=[CH:9][CH:8]=2)[N:6]=1.[CH3:20][O:21][CH:22]([O:33][CH3:34])[C:23]1[CH:28]=[CH:27][C:26]([N+:29]([O-:31])=[O:30])=[C:25](F)[CH:24]=1.C(=O)([O-])[O-].[Cs+].[Cs+].[Cl-].[NH4+]. (3) Given the product [I:16][C:2]1[CH:7]=[CH:6][C:5]2[O:8][CH2:9][O:10][C:4]=2[CH:3]=1, predict the reactants needed to synthesize it. The reactants are: Br[C:2]1[CH:7]=[CH:6][C:5]2[O:8][CH2:9][O:10][C:4]=2[CH:3]=1.C([Li])CCC.[I:16]I.